Predict the reaction yield, written as a fraction of the theoretical maximum amount of product (1.0 means a 100% yield; for example, 0.34 means a 34% yield). From a dataset of Reaction yield outcomes from USPTO patents with 853,638 reactions. The reactants are Cl.[NH:2]([C:4]1[CH:9]=[CH:8][C:7]([S:10]([CH3:13])(=[O:12])=[O:11])=[CH:6][N:5]=1)[NH2:3].C(O)(C(F)(F)F)=O.[F:21][CH:22]([F:34])[C:23](=O)[CH2:24][C:25]([CH:27]1[CH2:32][CH2:31][CH2:30][CH2:29][CH2:28]1)=O. The catalyst is C(O)C(F)(F)F. The product is [CH:27]1([C:25]2[N:2]([C:4]3[CH:9]=[CH:8][C:7]([S:10]([CH3:13])(=[O:11])=[O:12])=[CH:6][N:5]=3)[N:3]=[C:23]([CH:22]([F:21])[F:34])[CH:24]=2)[CH2:32][CH2:31][CH2:30][CH2:29][CH2:28]1. The yield is 0.490.